Dataset: Full USPTO retrosynthesis dataset with 1.9M reactions from patents (1976-2016). Task: Predict the reactants needed to synthesize the given product. (1) Given the product [C:17]([O:20][C:21]1[CH:28]=[CH:27][C:24]([CH:25]=[CH:26][C:13]2[CH:14]=[C:9]([O:8][CH2:1][C:2]3[CH:7]=[CH:6][CH:5]=[CH:4][CH:3]=3)[CH:10]=[C:11]([F:16])[CH:12]=2)=[CH:23][CH:22]=1)(=[O:19])[CH3:18], predict the reactants needed to synthesize it. The reactants are: [CH2:1]([O:8][C:9]1[CH:10]=[C:11]([F:16])[CH:12]=[C:13](Br)[CH:14]=1)[C:2]1[CH:7]=[CH:6][CH:5]=[CH:4][CH:3]=1.[C:17]([O:20][C:21]1[CH:28]=[CH:27][C:24]([CH:25]=[CH2:26])=[CH:23][CH:22]=1)(=[O:19])[CH3:18].CCN(CC)CC.Cl. (2) Given the product [Cl:1][C:2]1[CH:22]=[CH:21][C:5]2[NH:6][C:7](=[O:13])[N:8]([CH2:9][CH2:10][CH2:11][Cl:12])[C:4]=2[CH:3]=1, predict the reactants needed to synthesize it. The reactants are: [Cl:1][C:2]1[CH:22]=[CH:21][C:5]2[N:6](C(OC(C)(C)C)=O)[C:7](=[O:13])[N:8]([CH2:9][CH2:10][CH2:11][Cl:12])[C:4]=2[CH:3]=1. (3) Given the product [F:25][C:4]([F:3])([F:26])[C:5]1[O:9][N:8]=[C:7]([C:10]2[CH:11]=[C:12]([CH:22]=[CH:23][CH:24]=2)[C:13]([NH:15][CH2:16][CH2:17][C:18]([OH:20])=[O:19])=[O:14])[N:6]=1, predict the reactants needed to synthesize it. The reactants are: [OH-].[Na+].[F:3][C:4]([F:26])([F:25])[C:5]1[O:9][N:8]=[C:7]([C:10]2[CH:11]=[C:12]([CH:22]=[CH:23][CH:24]=2)[C:13]([NH:15][CH2:16][CH2:17][C:18]([O:20]C)=[O:19])=[O:14])[N:6]=1.Cl. (4) Given the product [Cl:1][C:2]1[CH:3]=[C:4]([C:8]2[N:9]=[C:10]([N:16]3[C:17]4[CH:22]=[C:21]([CH:23]=[O:24])[CH:20]=[CH:19][C:18]=4[N:25]=[CH:31]3)[S:11][C:12]=2[C:13]([NH2:15])=[O:14])[CH:5]=[CH:6][CH:7]=1, predict the reactants needed to synthesize it. The reactants are: [Cl:1][C:2]1[CH:3]=[C:4]([C:8]2[N:9]=[C:10]([NH:16][C:17]3[CH:22]=[C:21]([CH:23]=[O:24])[CH:20]=[CH:19][C:18]=3[N+:25]([O-])=O)[S:11][C:12]=2[C:13]([NH2:15])=[O:14])[CH:5]=[CH:6][CH:7]=1.[Cl-].[NH4+].O1CCC[CH2:31]1.C(OCC)(OCC)OCC. (5) Given the product [Cl:1][C:2]1[CH:7]=[CH:6][C:5]([C:8]2[C:9]([C:14]([OH:16])=[O:15])=[CH:10][CH:11]=[CH:12][CH:13]=2)=[CH:4][C:3]=1[C:18]([NH:20][CH2:21][CH2:22][C:23]12[CH2:32][CH:27]3[CH2:26][CH:25]([CH2:31][CH:29]([CH2:28]3)[CH2:30]1)[CH2:24]2)=[O:19], predict the reactants needed to synthesize it. The reactants are: [Cl:1][C:2]1[CH:7]=[CH:6][C:5]([C:8]2[C:9]([C:14]([O:16]C)=[O:15])=[CH:10][CH:11]=[CH:12][CH:13]=2)=[CH:4][C:3]=1[C:18]([NH:20][CH2:21][CH2:22][C:23]12[CH2:32][CH:27]3[CH2:28][CH:29]([CH2:31][CH:25]([CH2:26]3)[CH2:24]1)[CH2:30]2)=[O:19].[OH-].[K+].O.CO. (6) Given the product [C:1]([NH:4][C@H:13]([C:20]([OH:15])=[O:6])[CH2:12][CH2:11][S:10][CH3:9])(=[O:3])[CH3:2], predict the reactants needed to synthesize it. The reactants are: [C:1]([NH2:4])(=[O:3])[CH3:2].[C]=[O:6].[H][H].[CH3:9][S:10][CH2:11][CH2:12][CH:13]=O.[O:15]1[CH2:20]COCC1. (7) Given the product [F:19][CH:2]([F:1])[C:3]1[CH:8]=[C:7]([C:9]2[CH:10]=[CH:11][C:12]([CH2:15][C:16]([NH:32][C:29]3[CH:28]=[CH:27][C:26]([C:21]4[CH:22]=[N:23][CH:24]=[CH:25][N:20]=4)=[CH:31][N:30]=3)=[O:18])=[CH:13][CH:14]=2)[CH:6]=[CH:5][N:4]=1, predict the reactants needed to synthesize it. The reactants are: [F:1][CH:2]([F:19])[C:3]1[CH:8]=[C:7]([C:9]2[CH:14]=[CH:13][C:12]([CH2:15][C:16]([OH:18])=O)=[CH:11][CH:10]=2)[CH:6]=[CH:5][N:4]=1.[N:20]1[CH:25]=[CH:24][N:23]=[CH:22][C:21]=1[C:26]1[CH:27]=[CH:28][C:29]([NH2:32])=[N:30][CH:31]=1.C(N(CC)C(C)C)(C)C.F[P-](F)(F)(F)(F)F.N1(OC(N(C)C)=[N+](C)C)C2N=CC=CC=2N=N1. (8) Given the product [S:1]1[C:5]([C@H:6]([O:31][CH:32]2[CH2:37][CH2:36][CH2:35][CH2:34][O:33]2)/[CH:7]=[CH:8]/[C@H:9]2[C@H:13]([O:14][CH:15]3[CH2:20][CH2:19][CH2:18][CH2:17][O:16]3)[CH2:12][C:11](=[O:21])[C@@H:10]2[CH2:22]/[CH:23]=[CH:24]\[CH2:25][CH2:26][CH2:27][C:28]([OH:30])=[O:29])=[CH:4][C:3]2[CH:38]=[CH:39][CH:40]=[CH:41][C:2]1=2, predict the reactants needed to synthesize it. The reactants are: [S:1]1[C:5]([C@H:6]([O:31][CH:32]2[CH2:37][CH2:36][CH2:35][CH2:34][O:33]2)/[CH:7]=[CH:8]/[C@H:9]2[C@H:13]([O:14][CH:15]3[CH2:20][CH2:19][CH2:18][CH2:17][O:16]3)[CH2:12][C@H:11]([OH:21])[C@@H:10]2[CH2:22]/[CH:23]=[CH:24]\[CH2:25][CH2:26][CH2:27][C:28]([OH:30])=[O:29])=[CH:4][C:3]2[CH:38]=[CH:39][CH:40]=[CH:41][C:2]1=2.CC(OI1(OC(C)=O)(OC(C)=O)OC(=O)C2C=CC=CC1=2)=O.